This data is from Reaction yield outcomes from USPTO patents with 853,638 reactions. The task is: Predict the reaction yield, written as a fraction of the theoretical maximum amount of product (1.0 means a 100% yield; for example, 0.34 means a 34% yield). The reactants are [C:1]1(=[O:7])[O:6][C:4](=[O:5])[CH:3]=[CH:2]1.[NH2:8][C:9]1[CH:16]=[CH:15][C:12]([C:13]#[N:14])=[C:11]([NH:17][CH:18]2[CH2:23][CH2:22][CH:21]([OH:24])[CH2:20][CH2:19]2)[CH:10]=1.[C:25]1(=O)[CH2:30][CH2:29][CH2:28][CH2:27][CH2:26]1. No catalyst specified. The product is [C:13]([C:12]1[CH:15]=[CH:16][C:9]([N:8]2[CH:30]3[C:25]([CH2:26][CH2:27][CH2:28][CH2:29]3)=[C:3]([CH2:2][C:1]([OH:6])=[O:7])[C:4]2=[O:5])=[CH:10][C:11]=1[NH:17][CH:18]1[CH2:23][CH2:22][CH:21]([OH:24])[CH2:20][CH2:19]1)#[N:14]. The yield is 0.240.